Predict the reaction yield, written as a fraction of the theoretical maximum amount of product (1.0 means a 100% yield; for example, 0.34 means a 34% yield). From a dataset of Reaction yield outcomes from USPTO patents with 853,638 reactions. (1) The reactants are [C:1]([O:5][CH3:6])(=[O:4])[CH:2]=[CH2:3].[C:7]([O:11][CH3:12])(=[O:10])[CH2:8][SH:9].N1CCCCC1.C([O-])(=O)C=C. The catalyst is C(Cl)(Cl)Cl. The product is [CH3:12][O:11][C:7]([CH2:8][S:9][CH2:3][CH2:2][C:1]([O:5][CH3:6])=[O:4])=[O:10]. The yield is 1.00. (2) The reactants are C[O:2][C:3]1[N:8]=[C:7]([O:9]C)[C:6]([C:11]2[CH:16]=[N:15][CH:14]=[CH:13][N:12]=2)=[CH:5][N:4]=1.[ClH:17]. The catalyst is O1CCOCC1. The product is [ClH:17].[N:12]1[CH:13]=[CH:14][N:15]=[CH:16][C:11]=1[C:6]1[C:7](=[O:9])[NH:8][C:3](=[O:2])[NH:4][CH:5]=1. The yield is 1.00. (3) The reactants are [Cl:1][C:2]1[C:7]([CH2:8][CH2:9][CH:10]=O)=[CH:6][N:5]=[C:4]2[N:12]([S:15]([C:18]3[CH:24]=[CH:23][C:21]([CH3:22])=[CH:20][CH:19]=3)(=[O:17])=[O:16])[CH:13]=[CH:14][C:3]=12.[CH2:25]([C@H:27]1[C@@H:31]([N:32]=C=O)[CH2:30][C@@H:29]([NH:35][S:36]([CH:39]2[CH2:41][CH2:40]2)(=[O:38])=[O:37])[CH2:28]1)[CH3:26].C(O)(=O)C.C(O[BH-](OC(=O)C)OC(=O)C)(=O)C.[Na+].C([O-])(O)=O.[Na+]. The catalyst is ClCCCl.C(Cl)Cl. The product is [Cl:1][C:2]1[C:7]([CH2:8][CH2:9][CH2:10][NH:32][C@@H:31]2[C@H:27]([CH2:25][CH3:26])[CH2:28][C@H:29]([NH:35][S:36]([CH:39]3[CH2:41][CH2:40]3)(=[O:38])=[O:37])[CH2:30]2)=[CH:6][N:5]=[C:4]2[N:12]([S:15]([C:18]3[CH:24]=[CH:23][C:21]([CH3:22])=[CH:20][CH:19]=3)(=[O:17])=[O:16])[CH:13]=[CH:14][C:3]=12. The yield is 0.550.